This data is from Reaction yield outcomes from USPTO patents with 853,638 reactions. The task is: Predict the reaction yield, written as a fraction of the theoretical maximum amount of product (1.0 means a 100% yield; for example, 0.34 means a 34% yield). (1) The reactants are [CH3:1][N:2]([CH3:32])[C:3]([C:5]1[N:26]([CH:27]2[CH2:31][CH2:30][CH2:29][CH2:28]2)[C:8]2[N:9]=[C:10]([NH:13][C:14]3[CH:19]=[CH:18][C:17]([N:20]4[CH2:25][CH2:24][NH:23][CH2:22][CH2:21]4)=[CH:16][N:15]=3)[N:11]=[CH:12][C:7]=2[CH:6]=1)=[O:4].Br[CH2:34][C:35]([NH2:37])=[O:36]. No catalyst specified. The product is [CH3:1][N:2]([CH3:32])[C:3]([C:5]1[N:26]([CH:27]2[CH2:31][CH2:30][CH2:29][CH2:28]2)[C:8]2[N:9]=[C:10]([NH:13][C:14]3[CH:19]=[CH:18][C:17]([N:20]4[CH2:21][CH2:22][N:23]([CH2:34][C:35](=[O:36])[NH2:37])[CH2:24][CH2:25]4)=[CH:16][N:15]=3)[N:11]=[CH:12][C:7]=2[CH:6]=1)=[O:4]. The yield is 0.450. (2) The reactants are [OH:1][CH2:2][CH2:3][CH2:4][NH:5][C:6]1[CH:11]=[CH:10][CH:9]=[CH:8][N+:7]=1[O-].N(C(OCC)=O)=NC(OCC)=O.O[C:26]1[CH:47]=[CH:46][C:29]2[CH2:30][CH:31]([CH2:41][C:42]([O:44]C)=[O:43])[C:32](=[O:40])[N:33]([CH2:35][C:36]([F:39])([F:38])[F:37])[CH2:34][C:28]=2[CH:27]=1.C1(P(C2C=CC=CC=2)C2C=CC=CC=2)C=CC=CC=1. The catalyst is CN(C=O)C. The product is [O:40]=[C:32]1[CH:31]([CH2:41][C:42]([OH:44])=[O:43])[CH2:30][C:29]2[CH:46]=[CH:47][C:26]([O:1][CH2:2][CH2:3][CH2:4][NH:5][C:6]3[CH:11]=[CH:10][CH:9]=[CH:8][N:7]=3)=[CH:27][C:28]=2[CH2:34][N:33]1[CH2:35][C:36]([F:38])([F:37])[F:39]. The yield is 0.700. (3) The reactants are [CH2:1]([O:8][C:9]1[CH:14]=[CH:13][C:12](/[CH:15]=[CH:16]/[C:17]2[S:21][C:20]([C:22]([O:24][CH2:25][CH3:26])=[O:23])=[CH:19][C:18]=2[N+:27]([O-])=O)=[CH:11][CH:10]=1)[C:2]1[CH:7]=[CH:6][CH:5]=[CH:4][CH:3]=1. The catalyst is P(OCC)(OCC)OCC. The product is [CH2:1]([O:8][C:9]1[CH:14]=[CH:13][C:12]([C:15]2[NH:27][C:18]3[CH:19]=[C:20]([C:22]([O:24][CH2:25][CH3:26])=[O:23])[S:21][C:17]=3[CH:16]=2)=[CH:11][CH:10]=1)[C:2]1[CH:7]=[CH:6][CH:5]=[CH:4][CH:3]=1. The yield is 0.100. (4) The reactants are [CH3:1][N:2]([C:4]1[CH:9]=[CH:8][C:7]([O:10][CH3:11])=[CH:6][C:5]=1[N:12]=O)[CH3:3].[H][H].C([O-])([O-])=O.[K+].[K+].[C:22](Cl)(=[O:24])[CH3:23]. The catalyst is C(Cl)(Cl)Cl.[Pt].CO. The product is [CH3:1][N:2]([CH3:3])[C:4]1[CH:9]=[CH:8][C:7]([O:10][CH3:11])=[CH:6][C:5]=1[NH:12][C:22](=[O:24])[CH3:23]. The yield is 0.720. (5) The reactants are [Cl:1][C:2]1[C:7]([NH:8][C:9](=[O:31])[C:10]2[CH:15]=[C:14]([CH2:16][C:17]3[C:18](=[O:29])[C:19]([O:27][CH3:28])=[C:20]([O:25][CH3:26])[C:21](=[O:24])[C:22]=3[CH3:23])[CH:13]=[CH:12][C:11]=2[OH:30])=[CH:6][CH:5]=[CH:4][N:3]=1.[CH3:32][Si](C=[N+]=[N-])(C)C. The catalyst is CO. The product is [Cl:1][C:2]1[C:7]([NH:8][C:9](=[O:31])[C:10]2[CH:15]=[C:14]([CH2:16][C:17]3[C:18](=[O:29])[C:19]([O:27][CH3:28])=[C:20]([O:25][CH3:26])[C:21](=[O:24])[C:22]=3[CH3:23])[CH:13]=[CH:12][C:11]=2[O:30][CH3:32])=[CH:6][CH:5]=[CH:4][N:3]=1. The yield is 0.990.